Dataset: Forward reaction prediction with 1.9M reactions from USPTO patents (1976-2016). Task: Predict the product of the given reaction. Given the reactants Br[CH2:2][CH2:3][CH2:4][CH2:5][O:6][C:7]1[CH:16]=[CH:15][CH:14]=[C:13]2[C:8]=1[CH2:9][CH2:10][CH2:11][CH:12]2[C:17]([N:19]([CH2:29][C:30]1[CH:31]=[N:32][N:33]([CH2:35][CH3:36])[CH:34]=1)[C:20]1[CH:25]=[CH:24][C:23]([CH:26]([CH3:28])[CH3:27])=[CH:22][CH:21]=1)=[O:18].Cl.[CH3:38][NH:39][CH3:40].C(=O)([O-])[O-].[K+].[K+], predict the reaction product. The product is: [CH3:38][N:39]([CH3:40])[CH2:2][CH2:3][CH2:4][CH2:5][O:6][C:7]1[CH:16]=[CH:15][CH:14]=[C:13]2[C:8]=1[CH2:9][CH2:10][CH2:11][CH:12]2[C:17]([N:19]([CH2:29][C:30]1[CH:31]=[N:32][N:33]([CH2:35][CH3:36])[CH:34]=1)[C:20]1[CH:25]=[CH:24][C:23]([CH:26]([CH3:28])[CH3:27])=[CH:22][CH:21]=1)=[O:18].